The task is: Predict the product of the given reaction.. This data is from Forward reaction prediction with 1.9M reactions from USPTO patents (1976-2016). (1) Given the reactants [F:1][C:2]1([F:40])[C:10]2[C:5](=[CH:6][C:7]([CH2:11][C:12]([N:14]([C@@H:16]([C:24]3[CH:29]=[CH:28][CH:27]=[CH:26][CH:25]=3)[CH2:17][N:18]3[CH2:22][CH2:21][C@H:20]([OH:23])[CH2:19]3)[CH3:15])=[O:13])=[CH:8][CH:9]=2)[N:4](CC2C=CC(OC)=CC=2)[C:3]1=[O:39], predict the reaction product. The product is: [F:40][C:2]1([F:1])[C:10]2[C:5](=[CH:6][C:7]([CH2:11][C:12]([N:14]([C@@H:16]([C:24]3[CH:29]=[CH:28][CH:27]=[CH:26][CH:25]=3)[CH2:17][N:18]3[CH2:22][CH2:21][C@H:20]([OH:23])[CH2:19]3)[CH3:15])=[O:13])=[CH:8][CH:9]=2)[NH:4][C:3]1=[O:39]. (2) Given the reactants [NH2:1][CH2:2][C:3]1[CH:8]=[N:7][C:6]([CH3:9])=[CH:5][N:4]=1.C([N:18]=[C:19]=[S:20])(=O)C1C=CC=CC=1.N, predict the reaction product. The product is: [CH3:9][C:6]1[N:7]=[CH:8][C:3]([CH2:2][NH:1][C:19]([NH2:18])=[S:20])=[N:4][CH:5]=1. (3) Given the reactants Cl.[CH3:2][N:3]([CH3:9])[C:4](=[O:8])[CH2:5][NH:6][CH3:7].C(N(CC)CC)C.CC1(C)[O:22]/[C:21](=[CH:23]\[C:24]([N:26]([CH3:28])[CH3:27])=[O:25])/[C:20](=[O:29])O1.Cl, predict the reaction product. The product is: [CH3:2][N:3]([CH3:9])[C:4](=[O:8])[CH2:5][N:6]([CH3:7])[C:20](=[O:29])[C:21](=[O:22])[CH2:23][C:24]([N:26]([CH3:27])[CH3:28])=[O:25]. (4) Given the reactants C(OC[N:9]1[CH:13]=[C:12]([CH2:14][CH2:15][CH2:16][C:17]([NH:19][CH:20]2[CH2:25][CH2:24][N:23]([C:26]([O:28][CH2:29][C:30]3[CH:35]=[C:34]([C:36]#[N:37])[CH:33]=[C:32]([Cl:38])[CH:31]=3)=[O:27])[CH2:22][CH2:21]2)=[O:18])[N:11]=[N:10]1)(=O)C(C)(C)C.[OH-].[Na+].Cl.CCOC(C)=O, predict the reaction product. The product is: [NH:9]1[CH:13]=[C:12]([CH2:14][CH2:15][CH2:16][C:17]([NH:19][CH:20]2[CH2:25][CH2:24][N:23]([C:26]([O:28][CH2:29][C:30]3[CH:35]=[C:34]([C:36]#[N:37])[CH:33]=[C:32]([Cl:38])[CH:31]=3)=[O:27])[CH2:22][CH2:21]2)=[O:18])[N:11]=[N:10]1. (5) Given the reactants [F:1][C:2]1[CH:3]=[C:4]([C:9]2([OH:14])[CH2:13][CH2:12][NH:11][CH2:10]2)[CH:5]=[C:6]([F:8])[CH:7]=1.C(=O)([O-])[O-].[Na+].[Na+].I[CH2:22][CH2:23][CH3:24].C(O)(=O)/C=C/C(O)=O, predict the reaction product. The product is: [F:1][C:2]1[CH:3]=[C:4]([C:9]2([OH:14])[CH2:13][CH2:12][N:11]([CH2:22][CH2:23][CH3:24])[CH2:10]2)[CH:5]=[C:6]([F:8])[CH:7]=1. (6) Given the reactants C(OC([N:8]1[CH2:11][CH:10]([N:12]2[CH2:16][CH2:15][C@H:14]([OH:17])[CH2:13]2)[CH2:9]1)=O)(C)(C)C.C(O)(C(F)(F)F)=O, predict the reaction product. The product is: [NH:8]1[CH2:11][CH:10]([N:12]2[CH2:16][CH2:15][C@H:14]([OH:17])[CH2:13]2)[CH2:9]1. (7) Given the reactants [Br:1][C:2]1[CH:3]=[C:4]2[C:12](=[C:13]([C:15](O)=[O:16])[CH:14]=1)[NH:11][C:10]1[CH2:9][CH:8]([C:18]([O:20][CH2:21][CH3:22])=[O:19])[CH2:7][CH2:6][C:5]2=1.C(Cl)CCl.O.O[N:29]1C2C=CC=CC=2N=N1.[OH-].[NH4+], predict the reaction product. The product is: [Br:1][C:2]1[CH:3]=[C:4]2[C:12](=[C:13]([C:15](=[O:16])[NH2:29])[CH:14]=1)[NH:11][C:10]1[CH2:9][CH:8]([C:18]([O:20][CH2:21][CH3:22])=[O:19])[CH2:7][CH2:6][C:5]2=1.